Dataset: NCI-60 drug combinations with 297,098 pairs across 59 cell lines. Task: Regression. Given two drug SMILES strings and cell line genomic features, predict the synergy score measuring deviation from expected non-interaction effect. (1) Drug 1: CC1=C(N=C(N=C1N)C(CC(=O)N)NCC(C(=O)N)N)C(=O)NC(C(C2=CN=CN2)OC3C(C(C(C(O3)CO)O)O)OC4C(C(C(C(O4)CO)O)OC(=O)N)O)C(=O)NC(C)C(C(C)C(=O)NC(C(C)O)C(=O)NCCC5=NC(=CS5)C6=NC(=CS6)C(=O)NCCC[S+](C)C)O. Drug 2: CN(C(=O)NC(C=O)C(C(C(CO)O)O)O)N=O. Cell line: HOP-62. Synergy scores: CSS=59.2, Synergy_ZIP=2.23, Synergy_Bliss=2.50, Synergy_Loewe=-31.9, Synergy_HSA=4.14. (2) Drug 1: CC1=C(C=C(C=C1)NC(=O)C2=CC=C(C=C2)CN3CCN(CC3)C)NC4=NC=CC(=N4)C5=CN=CC=C5. Drug 2: C1=CC=C(C=C1)NC(=O)CCCCCCC(=O)NO. Cell line: NCI-H322M. Synergy scores: CSS=-7.33, Synergy_ZIP=-0.135, Synergy_Bliss=-6.64, Synergy_Loewe=-8.48, Synergy_HSA=-9.51. (3) Drug 1: CN(C)N=NC1=C(NC=N1)C(=O)N. Drug 2: COC1=NC(=NC2=C1N=CN2C3C(C(C(O3)CO)O)O)N. Cell line: A498. Synergy scores: CSS=-3.02, Synergy_ZIP=2.92, Synergy_Bliss=7.99, Synergy_Loewe=-2.06, Synergy_HSA=-0.208. (4) Drug 1: COC1=C(C=C2C(=C1)N=CN=C2NC3=CC(=C(C=C3)F)Cl)OCCCN4CCOCC4. Drug 2: CC1=C(N=C(N=C1N)C(CC(=O)N)NCC(C(=O)N)N)C(=O)NC(C(C2=CN=CN2)OC3C(C(C(C(O3)CO)O)O)OC4C(C(C(C(O4)CO)O)OC(=O)N)O)C(=O)NC(C)C(C(C)C(=O)NC(C(C)O)C(=O)NCCC5=NC(=CS5)C6=NC(=CS6)C(=O)NCCC[S+](C)C)O. Cell line: MOLT-4. Synergy scores: CSS=35.7, Synergy_ZIP=7.92, Synergy_Bliss=12.7, Synergy_Loewe=8.09, Synergy_HSA=8.18. (5) Synergy scores: CSS=48.7, Synergy_ZIP=3.63, Synergy_Bliss=3.28, Synergy_Loewe=-11.6, Synergy_HSA=3.57. Cell line: U251. Drug 1: CC(C1=C(C=CC(=C1Cl)F)Cl)OC2=C(N=CC(=C2)C3=CN(N=C3)C4CCNCC4)N. Drug 2: CN(CC1=CN=C2C(=N1)C(=NC(=N2)N)N)C3=CC=C(C=C3)C(=O)NC(CCC(=O)O)C(=O)O.